From a dataset of Reaction yield outcomes from USPTO patents with 853,638 reactions. Predict the reaction yield, written as a fraction of the theoretical maximum amount of product (1.0 means a 100% yield; for example, 0.34 means a 34% yield). (1) The reactants are [NH2:1][C@H:2]1[CH2:7][CH2:6][N:5]([C:8]2[O:9][C:10]([C:14]([O:16][CH2:17][CH3:18])=[O:15])=[C:11]([CH3:13])[N:12]=2)[CH2:4][C@H:3]1[O:19][CH3:20].[Cl:21][C:22]1[N:23]=[C:24]([C:29](O)=[O:30])[NH:25][C:26]=1[CH2:27][CH3:28].CCN=C=NCCCN(C)C.Cl.C1C=CC2N(O)N=NC=2C=1. The catalyst is ClCCl.CC(N(C)C)=O. The product is [Cl:21][C:22]1[N:23]=[C:24]([C:29]([NH:1][C@H:2]2[CH2:7][CH2:6][N:5]([C:8]3[O:9][C:10]([C:14]([O:16][CH2:17][CH3:18])=[O:15])=[C:11]([CH3:13])[N:12]=3)[CH2:4][C@H:3]2[O:19][CH3:20])=[O:30])[NH:25][C:26]=1[CH2:27][CH3:28]. The yield is 0.700. (2) The reactants are BrC1C=C(S(NC2C(O)=CC(Cl)=CN=2)(=O)=O)C=NC=1.C[O:21][C:22]1[C:23]([NH:28][S:29]([C:32]2[CH:33]=[N:34][C:35]([C:38]([F:41])([F:40])[F:39])=[CH:36][CH:37]=2)(=[O:31])=[O:30])=[N:24][CH:25]=[CH:26][CH:27]=1.BrC1C=C(S(NC2C(OC)=CC(Cl)=CN=2)(=O)=O)C=NC=1. No catalyst specified. The product is [OH:21][C:22]1[C:23]([NH:28][S:29]([C:32]2[CH:33]=[N:34][C:35]([C:38]([F:41])([F:40])[F:39])=[CH:36][CH:37]=2)(=[O:31])=[O:30])=[N:24][CH:25]=[CH:26][CH:27]=1. The yield is 0.0200. (3) The reactants are [Na].[CH2:2]([NH:9]/[C:10](=[C:20]1\[C:21]([CH2:33][C:34]([O:36]C)=O)=[N:22][N:23]([C:26]2[CH:31]=[CH:30][CH:29]=[CH:28][C:27]=2[Cl:32])[C:24]\1=[O:25])/[CH2:11][C:12]1[CH:17]=[CH:16][C:15](OC)=[CH:14][CH:13]=1)[C:3]1[CH:8]=[CH:7][CH:6]=[CH:5][CH:4]=1.Cl.C[CH:40]([OH:42])C. No catalyst specified. The product is [CH2:2]([N:9]1[C:34](=[O:36])[CH:33]=[C:21]2[NH:22][N:23]([C:26]3[CH:31]=[CH:30][CH:29]=[CH:28][C:27]=3[Cl:32])[C:24](=[O:25])[C:20]2=[C:10]1[CH2:11][C:12]1[CH:13]=[CH:14][CH:15]=[C:16]([O:42][CH3:40])[CH:17]=1)[C:3]1[CH:8]=[CH:7][CH:6]=[CH:5][CH:4]=1. The yield is 0.140. (4) The reactants are [OH:1][C@@H:2]([CH2:8][C:9](=[O:11])[O-:10])[CH2:3][N+:4]([CH3:7])([CH3:6])[CH3:5].C(OC(=O)C)(=O)C.[N+:19]([O-])([OH:21])=[O:20]. The catalyst is C(OCC)C. The product is [N+:19]([O:1][CH:2]([CH2:8][C:9](=[O:10])[O-:11])[CH2:3][N+:4]([CH3:7])([CH3:5])[CH3:6])([O-:21])=[O:20]. The yield is 0.800. (5) The reactants are [C:1]([O:5][C:6](=[O:13])[NH:7][CH2:8][CH2:9][CH2:10][CH2:11][NH2:12])([CH3:4])([CH3:3])[CH3:2].[CH:14](=O)[CH3:15].C([O-])([O-])=O.[K+].[K+].[BH4-].[Na+]. The catalyst is CO.O. The product is [C:1]([O:5][C:6](=[O:13])[NH:7][CH2:8][CH2:9][CH2:10][CH2:11][NH:12][CH2:14][CH3:15])([CH3:4])([CH3:2])[CH3:3]. The yield is 0.520. (6) The reactants are CO[C:3]([C:5]1[CH:10]=[CH:9][N:8]2[CH:11]=[N:12][CH:13]=[C:7]2[C:6]=1[NH:14][C:15]1[CH:20]=[CH:19][C:18]([Br:21])=[CH:17][C:16]=1[F:22])=[O:4].[OH-].[Na+].[CH:25]([O:27][CH2:28][CH2:29][O:30][NH2:31])=[CH2:26].CCN=C=NCCCN(C)C.C1C=CC2N(O)N=NC=2C=1. The catalyst is C(OCC)(=O)C. The product is [CH:25]([O:27][CH2:28][CH2:29][O:30][NH:31][C:3]([C:5]1[CH:10]=[CH:9][N:8]2[CH:11]=[N:12][CH:13]=[C:7]2[C:6]=1[NH:14][C:15]1[CH:20]=[CH:19][C:18]([Br:21])=[CH:17][C:16]=1[F:22])=[O:4])=[CH2:26]. The yield is 0.650.